This data is from Full USPTO retrosynthesis dataset with 1.9M reactions from patents (1976-2016). The task is: Predict the reactants needed to synthesize the given product. The reactants are: [Cl-:1].[Cr+3:2].N1C2C=CC=CC=2N=C1CNCC1NC2C=CC=CC=2N=1.[Cl-].[Cl-].[NH:26]1[C:30]2[CH:31]=[CH:32][CH:33]=[CH:34][C:29]=2[N:28]=[C:27]1[CH2:35][N:36]([CH2:38][C:39]1[NH:43][C:42]2[CH:44]=[CH:45][CH:46]=[CH:47][C:41]=2[N:40]=1)[CH3:37].[K+].[Br-]. Given the product [Cl-:1].[Cr+3:2].[NH:26]1[C:30]2[CH:31]=[CH:32][CH:33]=[CH:34][C:29]=2[N:28]=[C:27]1[CH2:35][N:36]([CH2:38][C:39]1[NH:40][C:41]2[CH:47]=[CH:46][CH:45]=[CH:44][C:42]=2[N:43]=1)[CH3:37].[Cl-:1].[Cl-:1], predict the reactants needed to synthesize it.